From a dataset of Catalyst prediction with 721,799 reactions and 888 catalyst types from USPTO. Predict which catalyst facilitates the given reaction. (1) Reactant: C([O:3][C:4](=O)[C:5]([NH:7][C:8]1[CH:13]=[C:12]([CH3:14])[C:11]([O:15][C:16]2[CH:21]=[CH:20][C:19]([OH:22])=[C:18]([C:23](=[O:29])[N:24]([CH:26]([CH3:28])[CH3:27])[CH3:25])[CH:17]=2)=[C:10]([CH3:30])[CH:9]=1)=[O:6])C.S([O-])([O-])(=O)=O.[Mg+2].[NH3:38]. Product: [OH:22][C:19]1[CH:20]=[CH:21][C:16]([O:15][C:11]2[C:10]([CH3:30])=[CH:9][C:8]([NH:7][C:5]([C:4]([NH2:38])=[O:3])=[O:6])=[CH:13][C:12]=2[CH3:14])=[CH:17][C:18]=1[C:23](=[O:29])[N:24]([CH:26]([CH3:28])[CH3:27])[CH3:25]. The catalyst class is: 271. (2) The catalyst class is: 8. Reactant: [CH3:1][O:2][CH2:3][C:4]([C:6]1[CH:11]=[CH:10][CH:9]=[CH:8][CH:7]=1)=[O:5].[BH4-].[Na+]. Product: [CH3:1][O:2][CH2:3][CH:4]([C:6]1[CH:11]=[CH:10][CH:9]=[CH:8][CH:7]=1)[OH:5]. (3) Reactant: F[C:2]1[CH:7]=[CH:6][CH:5]=[CH:4][C:3]=1[N:8]([S:47]([C:50]1[CH:55]=[CH:54][C:53]([CH3:56])=[CH:52][CH:51]=1)(=[O:49])=[O:48])[CH2:9][CH:10]([OH:46])[CH2:11][O:12][CH:13]1[CH:18]([C:19]2[CH:24]=[CH:23][C:22]([O:25][CH2:26][CH2:27][CH2:28][O:29][CH2:30][C:31]3[CH:36]=[CH:35][CH:34]=[CH:33][C:32]=3[O:37][CH3:38])=[CH:21][CH:20]=2)[CH2:17][CH2:16][N:15]([C:39]([O:41][C:42]([CH3:45])([CH3:44])[CH3:43])=[O:40])[CH2:14]1.CC(C)([O-])C.[K+]. Product: [CH3:38][O:37][C:32]1[CH:33]=[CH:34][CH:35]=[CH:36][C:31]=1[CH2:30][O:29][CH2:28][CH2:27][CH2:26][O:25][C:22]1[CH:23]=[CH:24][C:19]([CH:18]2[CH2:17][CH2:16][N:15]([C:39]([O:41][C:42]([CH3:45])([CH3:44])[CH3:43])=[O:40])[CH2:14][CH:13]2[O:12][CH2:11][CH:10]2[CH2:9][N:8]([S:47]([C:50]3[CH:55]=[CH:54][C:53]([CH3:56])=[CH:52][CH:51]=3)(=[O:49])=[O:48])[C:3]3[CH:4]=[CH:5][CH:6]=[CH:7][C:2]=3[O:46]2)=[CH:20][CH:21]=1. The catalyst class is: 632. (4) Product: [C:4]1([N:7]2[CH2:8][CH2:9][N:10]([C:23]([O:25][C:26]3[CH:27]=[CH:28][C:29]([N+:32]([O-:34])=[O:33])=[CH:30][CH:31]=3)=[O:24])[CH2:11][CH2:12]2)[CH:3]=[CH:2][CH:1]=[CH:6][CH:5]=1. The catalyst class is: 2. Reactant: [CH:1]1[CH:2]=[CH:3][C:4]([N:7]2[CH2:12][CH2:11][NH:10][CH2:9][CH2:8]2)=[CH:5][CH:6]=1.CCN(C(C)C)C(C)C.Cl[C:23]([O:25][C:26]1[CH:31]=[CH:30][C:29]([N+:32]([O-:34])=[O:33])=[CH:28][CH:27]=1)=[O:24].